This data is from Catalyst prediction with 721,799 reactions and 888 catalyst types from USPTO. The task is: Predict which catalyst facilitates the given reaction. (1) Reactant: [Si]([O:8][C@H:9]1[CH2:33][CH2:32][C@@:31]2([CH3:34])[C:11](=[CH:12][CH:13]=[C:14]3[C@@H:30]2[CH2:29][CH2:28][C@@:27]2([CH3:35])[C@H:15]3[CH2:16][CH2:17][C@@H:18]2[C@H:19]([CH3:26])[CH2:20][CH2:21][CH2:22][C:23]([CH3:25])=[CH2:24])[C:10]1([CH3:37])[CH3:36])(C(C)(C)C)(C)C.C1C=CC=CC=1.[ClH:44]. Product: [Cl:44][C:23]([CH2:22][CH2:21][CH2:20][C@H:19]([C@@H:18]1[C@:27]2([CH3:35])[C:15]([C:14]3[CH2:13][CH2:12][C@@H:11]4[C@:31]([C:30]=3[CH2:29][CH2:28]2)([CH3:34])[CH2:32][CH2:33][C@H:9]([OH:8])[C:10]4([CH3:37])[CH3:36])=[CH:16][CH2:17]1)[CH3:26])([CH3:25])[CH3:24]. The catalyst class is: 8. (2) Reactant: Cl[C:2](=[O:7])[C:3]([O:5][CH3:6])=[O:4].[NH2:8][C:9]1[CH:26]=[CH:25][C:12]([O:13][C@@H:14]2[CH2:19][CH2:18][C@H:17]([C:20]([O:22][CH2:23][CH3:24])=[O:21])[CH2:16][CH2:15]2)=[CH:11][CH:10]=1.N1C=CC=CC=1. Product: [CH3:6][O:5][C:3](=[O:4])[C:2]([NH:8][C:9]1[CH:10]=[CH:11][C:12]([O:13][C@@H:14]2[CH2:19][CH2:18][C@H:17]([C:20]([O:22][CH2:23][CH3:24])=[O:21])[CH2:16][CH2:15]2)=[CH:25][CH:26]=1)=[O:7]. The catalyst class is: 2.